This data is from Reaction yield outcomes from USPTO patents with 853,638 reactions. The task is: Predict the reaction yield, written as a fraction of the theoretical maximum amount of product (1.0 means a 100% yield; for example, 0.34 means a 34% yield). (1) The reactants are C(OCC)(=O)C.[ClH:7].[CH3:8][N:9]([CH2:11][C:12]1[C:13]([NH:39][C:40]([C:42]2[O:43][CH:44]=[CH:45][CH:46]=2)=[O:41])=[N:14][C:15]([C:31]2[CH:36]=[CH:35][C:34]([F:37])=[CH:33][C:32]=2[OH:38])=[CH:16][C:17]=1[C:18]1[CH:23]=[CH:22][CH:21]=[C:20]([NH:24][C:25](=[O:30])[CH2:26][N:27]([CH3:29])[CH3:28])[CH:19]=1)[CH3:10]. The catalyst is C(OCC)(=O)C. The product is [ClH:7].[ClH:7].[CH3:10][N:9]([CH2:11][C:12]1[C:13]([NH:39][C:40]([C:42]2[O:43][CH:44]=[CH:45][CH:46]=2)=[O:41])=[N:14][C:15]([C:31]2[CH:36]=[CH:35][C:34]([F:37])=[CH:33][C:32]=2[OH:38])=[CH:16][C:17]=1[C:18]1[CH:23]=[CH:22][CH:21]=[C:20]([NH:24][C:25](=[O:30])[CH2:26][N:27]([CH3:28])[CH3:29])[CH:19]=1)[CH3:8]. The yield is 0.420. (2) The reactants are [C:1]([N:8]1[CH2:13][CH2:12][CH2:11][CH2:10][C:9]1=O)([O:3][C:4]([CH3:7])([CH3:6])[CH3:5])=[O:2].[CH2:15]([NH2:22])[C:16]1[CH:21]=[CH:20][CH:19]=[CH:18][CH:17]=1.C(O)(=O)C.C(O[BH-](OC(=O)C)OC(=O)C)(=O)C.[Na+]. The catalyst is C1COCC1. The product is [C:4]([O:3][C:1]([N:8]1[CH2:13][CH2:12][CH:11]([NH:22][CH2:15][C:16]2[CH:21]=[CH:20][CH:19]=[CH:18][CH:17]=2)[CH2:10][CH2:9]1)=[O:2])([CH3:7])([CH3:6])[CH3:5]. The yield is 0.980. (3) The reactants are [Cl:1][C:2]1[CH:7]=[CH:6][C:5]([C:8](=[O:20])[CH2:9][S:10]([C:13]2[CH:14]=[CH:15][C:16](=[O:19])[NH:17][N:18]=2)(=[O:12])=[O:11])=[CH:4][CH:3]=1.[BH4-].[Na+]. The catalyst is CO. The product is [Cl:1][C:2]1[CH:7]=[CH:6][C:5]([CH:8]([OH:20])[CH2:9][S:10]([C:13]2[CH:14]=[CH:15][C:16](=[O:19])[NH:17][N:18]=2)(=[O:12])=[O:11])=[CH:4][CH:3]=1. The yield is 0.690. (4) The reactants are Br[CH2:2][C:3](Br)=[O:4].[I:6][C:7]1[CH:13]=[CH:12][C:10]([NH2:11])=[CH:9][CH:8]=1.CCN(CC)CC.[NH:21]1[CH2:26][CH2:25][O:24][CH2:23][CH2:22]1. The catalyst is C1C=CC=CC=1.CCOC(C)=O. The product is [I:6][C:7]1[CH:13]=[CH:12][C:10]([NH:11][C:3](=[O:4])[CH2:2][N:21]2[CH2:26][CH2:25][O:24][CH2:23][CH2:22]2)=[CH:9][CH:8]=1. The yield is 0.910.